This data is from NCI-60 drug combinations with 297,098 pairs across 59 cell lines. The task is: Regression. Given two drug SMILES strings and cell line genomic features, predict the synergy score measuring deviation from expected non-interaction effect. (1) Drug 1: CN(C)C1=NC(=NC(=N1)N(C)C)N(C)C. Drug 2: C1C(C(OC1N2C=NC3=C(N=C(N=C32)Cl)N)CO)O. Cell line: OVCAR-8. Synergy scores: CSS=21.9, Synergy_ZIP=-7.52, Synergy_Bliss=-2.03, Synergy_Loewe=-42.4, Synergy_HSA=-6.03. (2) Drug 1: C1=CC(=CC=C1CCCC(=O)O)N(CCCl)CCCl. Drug 2: CCC1(C2=C(COC1=O)C(=O)N3CC4=CC5=C(C=CC(=C5CN(C)C)O)N=C4C3=C2)O.Cl. Cell line: KM12. Synergy scores: CSS=13.6, Synergy_ZIP=-7.25, Synergy_Bliss=-6.22, Synergy_Loewe=-25.2, Synergy_HSA=-3.47.